Predict the product of the given reaction. From a dataset of Forward reaction prediction with 1.9M reactions from USPTO patents (1976-2016). (1) Given the reactants Cl.Cl.[NH:3]1[CH2:8][CH2:7][NH:6][CH2:5][C@H:4]1[C:9]([OH:11])=[O:10].C([O-])([O-])=O.[K+].[K+].Cl[C:19]([O:21][CH2:22][C:23]1[CH:28]=[CH:27][CH:26]=[CH:25][CH:24]=1)=[O:20].Cl, predict the reaction product. The product is: [CH2:22]([O:21][C:19]([N:6]1[CH2:7][CH2:8][NH:3][C@H:4]([C:9]([OH:11])=[O:10])[CH2:5]1)=[O:20])[C:23]1[CH:28]=[CH:27][CH:26]=[CH:25][CH:24]=1. (2) Given the reactants [CH3:1][O:2][C:3]1[CH:4]=[C:5]2[C:10](=[CH:11][C:12]=1[O:13][CH3:14])[N:9]=[CH:8][N:7]=[C:6]2[O:15][C:16]1[CH:22]=[CH:21][C:19]([NH2:20])=[CH:18][CH:17]=1.C1(C)C=CC=CC=1.C(N(CC)CC)C.Cl[C:38](Cl)([O:40][C:41](=[O:47])OC(Cl)(Cl)Cl)Cl.[N:49]1[CH:54]=[CH:53][CH:52]=[CH:51][C:50]=1[S:55][CH2:56][CH2:57]CO, predict the reaction product. The product is: [CH3:1][O:2][C:3]1[CH:4]=[C:5]2[C:10](=[CH:11][C:12]=1[O:13][CH3:14])[N:9]=[CH:8][N:7]=[C:6]2[O:15][C:16]1[CH:22]=[CH:21][C:19]([NH:20][C:41](=[O:47])[O:40][CH2:38][CH2:57][CH2:56][S:55][C:50]2[CH:51]=[CH:52][CH:53]=[CH:54][N:49]=2)=[CH:18][CH:17]=1. (3) Given the reactants [F:1][C:2]([F:21])([F:20])[S:3](N(C1C=CC=CC=1)[S:3]([C:2]([F:21])([F:20])[F:1])(=[O:5])=[O:4])(=[O:5])=[O:4].[OH:22][C:23]1[C:24]2[CH2:44][N:43]([C:45]([O:47][C:48]([CH3:51])([CH3:50])[CH3:49])=[O:46])[CH2:42][CH2:41][C:25]=2[N:26]=[C:27]([NH:29][C:30]2[CH:35]=[CH:34][C:33]([C:36]3[O:40][CH:39]=[N:38][CH:37]=3)=[CH:32][CH:31]=2)[N:28]=1.N12CCCN=C1CCCCC2, predict the reaction product. The product is: [O:40]1[C:36]([C:33]2[CH:34]=[CH:35][C:30]([NH:29][C:27]3[N:28]=[C:23]([O:22][S:3]([C:2]([F:21])([F:20])[F:1])(=[O:5])=[O:4])[C:24]4[CH2:44][N:43]([C:45]([O:47][C:48]([CH3:51])([CH3:50])[CH3:49])=[O:46])[CH2:42][CH2:41][C:25]=4[N:26]=3)=[CH:31][CH:32]=2)=[CH:37][N:38]=[CH:39]1. (4) Given the reactants [Cl:1][C:2]1[CH:27]=[CH:26][C:5]([O:6][CH2:7][C:8]([N:10]2[CH2:15][C@H:14]([CH3:16])[N:13]([CH2:17][C:18]3[CH:23]=[CH:22][C:21]([F:24])=[CH:20][CH:19]=3)[CH2:12][C@H:11]2[CH3:25])=[O:9])=[C:4]([CH2:28]O)[CH:3]=1.S(Cl)([Cl:32])=O, predict the reaction product. The product is: [Cl:1][C:2]1[CH:27]=[CH:26][C:5]([O:6][CH2:7][C:8]([N:10]2[CH2:15][C@H:14]([CH3:16])[N:13]([CH2:17][C:18]3[CH:23]=[CH:22][C:21]([F:24])=[CH:20][CH:19]=3)[CH2:12][C@H:11]2[CH3:25])=[O:9])=[C:4]([CH2:28][Cl:32])[CH:3]=1. (5) Given the reactants Br[C:2]1[CH:3]=[C:4]([NH:10][C:11]2[CH:24]=[C:14]3[CH2:15][N:16]([CH2:19][C:20]([F:23])([F:22])[F:21])[CH2:17][CH2:18][N:13]3[N:12]=2)[C:5](=[O:9])[N:6]([CH3:8])[CH:7]=1.[B:25]1([B:25]2[O:29][C:28]([CH3:31])([CH3:30])[C:27]([CH3:33])([CH3:32])[O:26]2)[O:29][C:28]([CH3:31])([CH3:30])[C:27]([CH3:33])([CH3:32])[O:26]1.CC(C1C=C(C(C)C)C(C2C=CC=CC=2P(C2CCCCC2)C2CCCCC2)=C(C(C)C)C=1)C.C([O-])(=O)C.[K+], predict the reaction product. The product is: [CH3:8][N:6]1[CH:7]=[C:2]([B:25]2[O:29][C:28]([CH3:31])([CH3:30])[C:27]([CH3:33])([CH3:32])[O:26]2)[CH:3]=[C:4]([NH:10][C:11]2[CH:24]=[C:14]3[CH2:15][N:16]([CH2:19][C:20]([F:23])([F:22])[F:21])[CH2:17][CH2:18][N:13]3[N:12]=2)[C:5]1=[O:9]. (6) Given the reactants [F:1][C:2]([F:31])([F:30])[C:3]([C:12]1[CH:17]=[CH:16][C:15]([N:18]2[CH2:23][CH2:22][N:21]([CH2:24][CH2:25]O)[CH2:20][CH2:19]2)=[C:14]([CH2:27][CH2:28][CH3:29])[CH:13]=1)([O:8][CH2:9][O:10][CH3:11])[C:4]([F:7])([F:6])[F:5].[CH3:32][C:33]1([C:40]2[CH:45]=[CH:44][C:43]([O:46][CH:47]([CH3:49])[CH3:48])=[CH:42][CH:41]=2)[NH:37][C:36](=[O:38])[NH:35][C:34]1=[O:39].C1(P(C2C=CC=CC=2)C2C=CC=CC=2)C=CC=CC=1.CCOC(/N=N/C(OCC)=O)=O.Cl, predict the reaction product. The product is: [F:30][C:2]([F:1])([F:31])[C:3]([C:12]1[CH:17]=[CH:16][C:15]([N:18]2[CH2:23][CH2:22][N:21]([CH2:24][CH2:25][N:37]3[C:33]([C:40]4[CH:45]=[CH:44][C:43]([O:46][CH:47]([CH3:49])[CH3:48])=[CH:42][CH:41]=4)([CH3:32])[C:34](=[O:39])[NH:35][C:36]3=[O:38])[CH2:20][CH2:19]2)=[C:14]([CH2:27][CH2:28][CH3:29])[CH:13]=1)([O:8][CH2:9][O:10][CH3:11])[C:4]([F:7])([F:6])[F:5]. (7) Given the reactants [CH:1]([C:4]1[CH:9]=[CH:8][C:7]([O:10][CH3:11])=[CH:6][CH:5]=1)([CH3:3])[CH3:2].[N+]([O-])([O-])=O.[NH4+].[Br:17]N1C(=O)CCC1=O.CCOC(C)=O, predict the reaction product. The product is: [Br:17][C:6]1[CH:5]=[C:4]([CH:1]([CH3:3])[CH3:2])[CH:9]=[CH:8][C:7]=1[O:10][CH3:11]. (8) Given the reactants C(N(CC)C(C)C)(C)C.[Br:10][C:11]1[CH:16]=[CH:15][C:14]([C:17]2[N:18]=[C:19]([NH:22][C:23]([CH3:27])([CH3:26])[CH2:24][OH:25])[S:20][CH:21]=2)=[C:13]([F:28])[CH:12]=1.Cl[C:30](Cl)([O:32]C(=O)OC(Cl)(Cl)Cl)Cl, predict the reaction product. The product is: [Br:10][C:11]1[CH:16]=[CH:15][C:14]([C:17]2[N:18]=[C:19]([N:22]3[C:23]([CH3:26])([CH3:27])[CH2:24][O:25][C:30]3=[O:32])[S:20][CH:21]=2)=[C:13]([F:28])[CH:12]=1. (9) Given the reactants [Br:1][C:2]1[CH:3]=[CH:4][C:5](F)=[C:6]([CH:9]=1)[CH:7]=[O:8].C([O-])([O-])=O.[K+].[K+].[OH:17][C:18]1[CH:27]=[CH:26][C:21]([C:22]([O:24][CH3:25])=[O:23])=[CH:20][CH:19]=1, predict the reaction product. The product is: [CH3:25][O:24][C:22](=[O:23])[C:21]1[CH:26]=[CH:27][C:18]([O:17][C:5]2[CH:4]=[CH:3][C:2]([Br:1])=[CH:9][C:6]=2[CH:7]=[O:8])=[CH:19][CH:20]=1.